Dataset: Human Reference Interactome with 51,813 positive PPI pairs across 8,248 proteins, plus equal number of experimentally-validated negative pairs. Task: Binary Classification. Given two protein amino acid sequences, predict whether they physically interact or not. (1) Protein 1 (ENSG00000115488) has sequence MASLPVLQKESVFQSGAHAYRIPALLYLPGQQSLLAFAEQRASKKDEHAELIVLRRGDYDAPTHQVQWQAQEVVAQARLDGHRSMNPCPLYDAQTGTLFLFFIAIPGQVTEQQQLQTRANVTRLCQVTSTDHGRTWSSPRDLTDAAIGPAYREWSTFAVGPGHCLQLHDRARSLVVPAYAYRKLHPIQRPIPSAFCFLSHDHGRTWARGHFVAQDTLECQVAEVETGEQRVVTLNARSHLRARVQAQSTNDGLDFQESQLVKKLVEPPPQGCQGSVISFPSPRSGPGSPAQWLLYTHPTH.... Protein 2 (ENSG00000165730) has sequence MARPVQLAPGSLALVLCRLEAQKAAGAAEEPGGRAVFRAFRRANARCFWNARLARAASRLAFQGWLRRGVLLVRAPPACLQVLRDAWRRRALRPPRGFRIRAVGDVFPVQMNPITQSQFVPLGEVLCCAISDMNTAQIVVTQESLLERLMKHYPGIAIPSEDILYTTLGTLIKERKIYHTGEGYFIVTPQTYFITNTTTQENKRMLPSDESRLMPASMTYLVSMESCAESAQENAAPISHCQSCQCFRDMHTQDVQEAPVAAEVTRKSHRGLGESVSWVQNGAVSVSAEHHICESTKPLP.... Result: 0 (the proteins do not interact). (2) Protein 1 (ENSG00000125877) has sequence MAASLVGKKIVFVTGNAKKLEEVQGPVLVEDTCLCFNALGGLPGPYIKWFLEKLKPEGLHQLLAGFEDKSAYALCTFALSTGDPSQPVRLFRGRTSGRIVAPRGCQDFGWDPCFQPDGYEQTYAEMPKAEKNAVSHRFRALLELQEYFGSLAA*MAASLVGKKIVFVTGNAKKLEEVVQILGDKFPCTLVAQKIDLPEYQGEPDEISIQKCQEAVRQVQGPVLVEDTCLCFNALGGLPGPYIKWFLEKLKPEGLHQLLAGFEDKSAYALCTFALSTGDPSQPVRLFRGRTSGRIVAPRGC.... Protein 2 (ENSG00000164163) has sequence MADKLTRIAIVNHDKCKPKKCRQECKKSCPVVRMGKLCIEVTPQSKIAWISETLCIGCGICIKKCPFGALSIVNLPSNLEKETTHRYCANAFKLHRLPIPRPGEVLGLVGTNGIGKSTALKILAGKQKPNLGKYDDPPDWQEILTYFRGSELQNYFTKILEDDLKAIIKPQYVDQIPKAAKGTVGSILDRKDETKTQAIVCQQLDLTHLKERNVEDLSGGELQRFACAVVCIQKADIFMFDEPSSYLDVKQRLKAAITIRSLINPDRYIIVVEHDLSVLDYLSDFICCLYGVPSAYGVVT.... Result: 0 (the proteins do not interact). (3) Protein 1 (ENSG00000124193) has sequence MPRVYIGRLSYNVREKDIQRFFSGYGRLLEVDLKNGYGFVEFEDSRDADDAVYELNGKELCGERVIVEHARGPRRDRDGYSYGSRSGGGGYSSRRTSGRDKYGPPVRTEYRLIVENLSSRCSWQDLKDFMRQAGEVTYADAHKERTNEGVIEFRSYSDMKRALDKLDGTEINGRNIRLIEDKPRTSHRRSYSGSRSRSRSRRRSRSRSRRSSRSRSRSISKSRSRSRSRSKGRSRSRSKGRKSRSKSKSKPKSDRGSHSHSRSRSKDEYEKSRSRSRSRSPKENGKGDIKSKSRSRSQSR.... Protein 2 (ENSG00000274276) has sequence MPSETPQAEVGPTGCPHRSGPHSAKGSLEKGSPEDKEAKEPLWIRPDAPSRCTWQLGRPASESPHHHTAPAKSPKILPDILKKIGDTPMVRINKIGKKFGLKCELLAKCEFFNAGGSVKDRISLRMIEDAERDGTLKPGDTIIEPTSGNTGIGLALAAAVRGYRCIIVMPEKMSSEKVDVLRALGAEIVRTPTNARFDSPESHVGVAWRLKNEIPNSHILDQYRNASNPLAHYDTTADEILQQCDGKLDMLVASVGTGGTITGIARKLKEKCPGCRIIGVDPEGSILAEPEELNQTEQTT.... Result: 0 (the proteins do not interact).